This data is from Catalyst prediction with 721,799 reactions and 888 catalyst types from USPTO. The task is: Predict which catalyst facilitates the given reaction. Reactant: [Si:1]([O:8][CH2:9][C:10]1[N:11]([CH3:23])[C:12]2[C:17]([CH:18]=1)=[CH:16][C:15]1[C:19](=O)[CH2:20][CH2:21][C:14]=1[CH:13]=2)([C:4]([CH3:7])([CH3:6])[CH3:5])([CH3:3])[CH3:2].[CH3:24][O:25][C:26]1[CH:33]=[C:32]([O:34][CH3:35])[CH:31]=[CH:30][C:27]=1[CH2:28][NH2:29].CCN(CC)CC. Product: [Si:1]([O:8][CH2:9][C:10]1[N:11]([CH3:23])[C:12]2[C:17]([CH:18]=1)=[CH:16][C:15]1[C:19](=[N:29][CH2:28][C:27]3[CH:30]=[CH:31][C:32]([O:34][CH3:35])=[CH:33][C:26]=3[O:25][CH3:24])[CH2:20][CH2:21][C:14]=1[CH:13]=2)([C:4]([CH3:5])([CH3:6])[CH3:7])([CH3:2])[CH3:3]. The catalyst class is: 388.